The task is: Predict the product of the given reaction.. This data is from Forward reaction prediction with 1.9M reactions from USPTO patents (1976-2016). (1) Given the reactants [OH:1][C:2]1[C:11]2[C:6](=[CH:7][CH:8]=[CH:9][CH:10]=2)[NH:5][C:4](=[O:12])[C:3]=1[C:13]([O:15]C)=O.[CH:17]1([NH2:23])[CH2:22][CH2:21][CH2:20][CH2:19][CH2:18]1.C(OCC)C, predict the reaction product. The product is: [CH:17]1([NH:23][C:13]([C:3]2[C:4](=[O:12])[NH:5][C:6]3[C:11]([C:2]=2[OH:1])=[CH:10][CH:9]=[CH:8][CH:7]=3)=[O:15])[CH2:22][CH2:21][CH2:20][CH2:19][CH2:18]1. (2) Given the reactants [Cl:1][C:2]1[C:3]([F:31])=[C:4]([C@@H:8]2[C@:12]([C:15]3[CH:20]=[CH:19][C:18]([Cl:21])=[CH:17][C:16]=3[F:22])([C:13]#[N:14])[C@H:11]([CH2:23][C:24]([CH3:27])([CH3:26])[CH3:25])[NH:10][C@H:9]2[C:28](O)=[O:29])[CH:5]=[CH:6][CH:7]=1.CN(C(ON1N=NC2C=CC=NC1=2)=[N+](C)C)C.F[P-](F)(F)(F)(F)F.[CH3:56][O:57][C:58](=[O:66])[C:59]1[CH:64]=[CH:63][C:62]([NH2:65])=[CH:61][CH:60]=1.C(N(C(C)C)CC)(C)C, predict the reaction product. The product is: [CH3:56][O:57][C:58](=[O:66])[C:59]1[CH:64]=[CH:63][C:62]([NH:65][C:28]([C@H:9]2[C@H:8]([C:4]3[CH:5]=[CH:6][CH:7]=[C:2]([Cl:1])[C:3]=3[F:31])[C@:12]([C:15]3[CH:20]=[CH:19][C:18]([Cl:21])=[CH:17][C:16]=3[F:22])([C:13]#[N:14])[C@H:11]([CH2:23][C:24]([CH3:27])([CH3:26])[CH3:25])[NH:10]2)=[O:29])=[CH:61][CH:60]=1. (3) Given the reactants [C:1](OC(=O)C)(=[O:3])[CH3:2].[NH2:8][C@@H:9]1[CH2:37][N:12]2[C@H:13]([CH:24]([C:31]3[CH:36]=[CH:35][CH:34]=[CH:33][CH:32]=3)[C:25]3[CH:30]=[CH:29][CH:28]=[CH:27][CH:26]=3)[CH2:14][N:15]([C:17]([O:19][C:20]([CH3:23])([CH3:22])[CH3:21])=[O:18])[CH2:16][C@@H:11]2[CH2:10]1.N1C=CC=CC=1.C(=O)([O-])O.[Na+], predict the reaction product. The product is: [C:1]([NH:8][C@@H:9]1[CH2:37][N:12]2[C@H:13]([CH:24]([C:31]3[CH:36]=[CH:35][CH:34]=[CH:33][CH:32]=3)[C:25]3[CH:26]=[CH:27][CH:28]=[CH:29][CH:30]=3)[CH2:14][N:15]([C:17]([O:19][C:20]([CH3:21])([CH3:23])[CH3:22])=[O:18])[CH2:16][C@@H:11]2[CH2:10]1)(=[O:3])[CH3:2]. (4) Given the reactants [CH3:1]CCCCCC.ClCCl.C[Zn]C.[Br:14][C:15]1[CH:20]=[CH:19][C:18]([C:21](=[O:26])[C:22]([F:25])([F:24])[F:23])=[CH:17][CH:16]=1, predict the reaction product. The product is: [Br:14][C:15]1[CH:20]=[CH:19][C:18]([C:21]([OH:26])([CH3:1])[C:22]([F:24])([F:25])[F:23])=[CH:17][CH:16]=1. (5) Given the reactants [F:1][C:2]([F:26])([F:25])[C:3]1[N:8]2[N:9]=[CH:10][C:11]([C:12](O)=[O:13])=[C:7]2[N:6]=[C:5]([C:15]2[CH:20]=[CH:19][C:18]([C:21]([F:24])([F:23])[F:22])=[CH:17][CH:16]=2)[CH:4]=1.[OH:27][CH2:28][C:29]([NH:32][S:33]([C:36]1[S:37][C:38]([Cl:42])=[C:39]([NH2:41])[CH:40]=1)(=[O:35])=[O:34])([CH3:31])[CH3:30], predict the reaction product. The product is: [Cl:42][C:38]1[S:37][C:36]([S:33](=[O:35])(=[O:34])[NH:32][C:29]([CH3:31])([CH3:30])[CH2:28][OH:27])=[CH:40][C:39]=1[NH:41][C:12]([C:11]1[CH:10]=[N:9][N:8]2[C:3]([C:2]([F:26])([F:25])[F:1])=[CH:4][C:5]([C:15]3[CH:20]=[CH:19][C:18]([C:21]([F:24])([F:22])[F:23])=[CH:17][CH:16]=3)=[N:6][C:7]=12)=[O:13]. (6) Given the reactants [C:1]([C:3]1[CH:4]=[C:5]([C:12]([N:14]([CH2:16][C@H:17]([C:21]2[CH:26]=[CH:25][C:24]([F:27])=[CH:23][CH:22]=2)[CH2:18][CH:19]=C)[CH3:15])=[O:13])[C:6]2[CH2:7][CH2:8][CH2:9][C:10]=2[CH:11]=1)#[N:2].ClC1C=C(C=C(Cl)C=1)C(N(C[C@H](C1C=CC(F)=CC=1)CC=C)C)=[O:33], predict the reaction product. The product is: [C:1]([C:3]1[CH:4]=[C:5]([C:12]([N:14]([CH2:16][C@H:17]([C:21]2[CH:26]=[CH:25][C:24]([F:27])=[CH:23][CH:22]=2)[CH2:18][CH:19]=[O:33])[CH3:15])=[O:13])[C:6]2[CH2:7][CH2:8][CH2:9][C:10]=2[CH:11]=1)#[N:2]. (7) Given the reactants C([O:3][C:4]([CH:6]1[CH2:10][CH2:9][CH2:8][CH:7]1[C:11]1[CH:16]=[C:15]([O:17][CH3:18])[CH:14]=[CH:13][C:12]=1[O:19][CH3:20])=O)C.[H-].[Al+3].[Li+].[H-].[H-].[H-].CCOCC.[C@H](O)(C([O-])=O)[C@@H](O)C([O-])=O.[Na+].[K+], predict the reaction product. The product is: [CH3:20][O:19][C:12]1[CH:13]=[CH:14][C:15]([O:17][CH3:18])=[CH:16][C:11]=1[CH:7]1[CH2:8][CH2:9][CH2:10][CH:6]1[CH2:4][OH:3].